This data is from Experimentally validated miRNA-target interactions with 360,000+ pairs, plus equal number of negative samples. The task is: Binary Classification. Given a miRNA mature sequence and a target amino acid sequence, predict their likelihood of interaction. (1) The protein sequence of the target gene is MGSQSSKAPRGDVTAEEAAGASPAKANGQENGHVRSNGDLTPKGEGESPPVNGTDEAAGATGDAIEPAPPSQEAEAKGEVAPKETPKKKKKFSFKKPFKLSGLSFKRNRKEGGGDSSASSPTEEEQEQGEMSACSDEGTAQEGKAAATPESQEPQAKGAEASAASKEGDTEEEAGPQAAEPSTPSGPESGPTPASAEQNE. Result: 0 (no interaction). The miRNA is dme-miR-12-5p with sequence UGAGUAUUACAUCAGGUACUGGU. (2) The miRNA is mmu-miR-340-5p with sequence UUAUAAAGCAAUGAGACUGAUU. The protein sequence of the target gene is MIAEPAHFYLFGLICLCSGSRLRQEDFPPRIVEHPSDLIVSKGEPATLNCKAEGRPTPTIEWYKGGERVETDKDDPRSHRMLLPSGSLFFLRIVHGRKSRPDEGVYICVARNYLGEAVSHNASLEVAILRDDFRQNPSDVMVAVGEPAVMECQPPRGHPEPTISWKKDGSPLDDKDERITIRGGKLMITYTRKSDAGKYVCVGTNMVGERESEVAELTVLERPSFVKRPSNLAVTVDDSAEFKCEARGDPVPTVRWRKDDGELPKSRYEIRDDHTLKIRKVTAGDMGSYTCVAENMVGKA.... Result: 1 (interaction). (3) The miRNA is hsa-miR-7703 with sequence UUGCACUCUGGCCUUCUCCCAGG. The protein sequence of the target gene is MTDSKYFTTNKKGEIFELKAELNNEKKEKRKEAVKKVIAAMTVGKDVSSLFPDVVNCMQTDNLELKKLVYLYLMNYAKSQPDMAIMAVNSFVKDCEDPNPLIRALAVRTMGCIRVDKITEYLCEPLRKCLKDEDPYVRKTAAVCVAKLHDINAQMVEDQGFLDSLRDLIADSNPMVVANAVAALSEISESHPNSNLLDLNPQNINKLLTALNECTEWGQIFILDCLSNYNPKDDREAQSICERVTPRLSHANSAVVLSAVKVLMKFLELLPKDSDYYNMLLKKLAPPLVTLLSGEPEVQY.... Result: 1 (interaction). (4) The miRNA is hsa-miR-759 with sequence GCAGAGUGCAAACAAUUUUGAC. The protein sequence of the target gene is MAAPGARRPLLLLLLAGLAHGASALFEVKNNGTTCIMASFSASFLTTYETANGSQIVNISLPASAEVLKNGSSCGKENVSDPSLTITFGRGYLLTLNFTKNTTRYSVQHMYFTYNLSDTEHFPNAISKEIYTMDSTTDIKADINKAYRCVSDIRVYMKNVTVVLRDATIQAYLSSGNFSKEETHCTQDGPSPTTGPPSPSPPLVPTNPTVSKYNVTGNNGTCLLASMALQLNITYLKKDNKTVTRAFNISPNDTSSGSCGINLVTLKVENKNRALELQFGMNASSSLFFLQGVRLNMTLP.... Result: 0 (no interaction). (5) The protein sequence of the target gene is MDISTRSKDPGSAERTAQKRKFPSPPHSSNGHSPQDTSTSPIKKKKKPGLLNSNNKEQSELRHGPFYYMKQPLTTDPVDVVPQDGRNDFYCWVCHREGQVLCCELCPRVYHAKCLRLTSEPEGDWFCPECEKITVAECIETQSKAMTMLTIEQLSYLLKFAIQKMKQPGTDAFQKPVPLEQHPDYAEYIFHPMDLCTLEKNAKKKMYGCTEAFLADAKWILHNCIIYNGGNHKLTQIAKVVIKICEHEMNEIEVCPECYLAACQKRDNWFCEPCSNPHPLVWAKLKGFPFWPAKALRDKD.... Result: 0 (no interaction). The miRNA is rno-miR-125a-3p with sequence ACAGGUGAGGUUCUUGGGAGCC. (6) The miRNA is mmu-miR-26a-5p with sequence UUCAAGUAAUCCAGGAUAGGCU. The protein sequence of the target gene is MAVSRRRVPQAGARSFFCALLLSFSQFTGSDGTGGDAAAPGAAGTQAELPHRRFEYKYSFKGPHLVQSDGTVPFWAHAGNAIPSADQIRIAPSLKSQRGSVWTKAKAAFENWEVEVTFRVTGRGRIGADGLAIWYTENQGLDGPVFGSADTWNGVGIFFDSFDNDGKKNNPAIVVIGNNGQINYDHQNDGATQALASCQRDFRNKPYPVRAKITYYQKTLTVMINNGFTPDKNDYEFCAKVENMVIPTQGHFGISAATGGLADDHDVLSFLTFQLTEPGKEPPTAEKDISEKEKEKYQEE.... Result: 1 (interaction). (7) The protein sequence of the target gene is MGLLSQGSPLSWEETQRHADHVRRHGILQFLHIYHAVKDRHKDVLKWGDEVEYMLVSFDHENRKVQLLLNGGDVLETLQEKGERTNPNHPTLWRPEYGSYMIEGTPGQPYGGTMSEFNTVEDNMRKRRKEATSVLGEHQALCTITSFPRLGCPGFTLPEHRPNPEEGGASKSLFFPDEAINKHPRFGTLTRNIRHRRGEKVVINVPIFKDKNTPSPFVETFPEDEEASKASKPDHIYMDAMGFGMGNCCLQVTFQACSISEARYLYDQLATICPIVMALSAASPFYRGYVSDIDCRWGVI.... Result: 0 (no interaction). The miRNA is mmu-miR-5121 with sequence AGCUUGUGAUGAGACAUCUCC.